This data is from Catalyst prediction with 721,799 reactions and 888 catalyst types from USPTO. The task is: Predict which catalyst facilitates the given reaction. (1) Reactant: C([O:3][C:4](=O)[C:5]([C:7]1[C:15]2[C:10](=[C:11]([CH2:17][CH3:18])[CH:12]=[C:13]([Br:16])[CH:14]=2)[NH:9][CH:8]=1)=O)C.[BH4-].[Li+]. Product: [Br:16][C:13]1[CH:14]=[C:15]2[C:10](=[C:11]([CH2:17][CH3:18])[CH:12]=1)[NH:9][CH:8]=[C:7]2[CH2:5][CH2:4][OH:3]. The catalyst class is: 7. (2) Reactant: [Cl:1][C:2]1[CH:7]=[CH:6][CH:5]=[CH:4][C:3]=1[C:8]1[C:14]2[CH:15]=[C:16]([F:20])[C:17](F)=[CH:18][C:13]=2[NH:12][C:11](=[O:21])[CH2:10][N:9]=1.[CH3:22][OH:23].[H-].[Na+]. Product: [Cl:1][C:2]1[CH:7]=[CH:6][CH:5]=[CH:4][C:3]=1[C:8]1[C:14]2[CH:15]=[C:16]([F:20])[C:17]([O:23][CH3:22])=[CH:18][C:13]=2[NH:12][C:11](=[O:21])[CH2:10][N:9]=1. The catalyst class is: 13. (3) Reactant: [Br:1][C:2]1[CH:7]=[C:6]([F:8])[N:5]=[CH:4][C:3]=1[NH:9]C(=O)OC(C)(C)C.FC(F)(F)C(O)=O. The catalyst class is: 4. Product: [Br:1][C:2]1[CH:7]=[C:6]([F:8])[N:5]=[CH:4][C:3]=1[NH2:9]. (4) Reactant: [CH2:1]([NH:3][C:4]([C:6]([C:44](=[O:48])[NH:45][CH2:46][CH3:47])([C:38]1[CH:43]=[CH:42][CH:41]=[CH:40][CH:39]=1)[CH2:7][O:8][C:9](=[O:37])[CH2:10][C:11]1[CH:16]=[CH:15][C:14]([NH:17][C:18]([C:20]2[C:21]([C:26]3[CH:31]=[CH:30][C:29]([C:32]([F:35])([F:34])[F:33])=[CH:28][CH:27]=3)=[CH:22][CH:23]=[CH:24][CH:25]=2)=[O:19])=[C:13]([OH:36])[CH:12]=1)=[O:5])[CH3:2].C(N(CC)CC)C.Cl[C:57](Cl)([O:59]C(=O)OC(Cl)(Cl)Cl)Cl. Product: [CH2:46]([NH:45][C:44]([C:6]([C:4](=[O:5])[NH:3][CH2:1][CH3:2])([C:38]1[CH:39]=[CH:40][CH:41]=[CH:42][CH:43]=1)[CH2:7][O:8][C:9](=[O:37])[CH2:10][C:11]1[CH:16]=[CH:15][C:14]2[N:17]([C:18]([C:20]3[C:21]([C:26]4[CH:31]=[CH:30][C:29]([C:32]([F:34])([F:33])[F:35])=[CH:28][CH:27]=4)=[CH:22][CH:23]=[CH:24][CH:25]=3)=[O:19])[C:57](=[O:59])[O:36][C:13]=2[CH:12]=1)=[O:48])[CH3:47]. The catalyst class is: 22. (5) Reactant: [I:1][C:2]1[N:3]=[C:4]([CH:15]2[CH2:20][CH2:19][N:18]([C:21]([O:23][C:24]([CH3:27])([CH3:26])[CH3:25])=[O:22])[CH2:17][CH2:16]2)[N:5]([CH2:8][CH2:9][N:10]2[CH2:14][CH2:13][CH2:12][CH2:11]2)[C:6]=1I.CC1CCCO1.C([Mg]Cl)(C)C.O1CCCC1. Product: [I:1][C:2]1[N:3]=[C:4]([CH:15]2[CH2:20][CH2:19][N:18]([C:21]([O:23][C:24]([CH3:27])([CH3:26])[CH3:25])=[O:22])[CH2:17][CH2:16]2)[N:5]([CH2:8][CH2:9][N:10]2[CH2:14][CH2:13][CH2:12][CH2:11]2)[CH:6]=1. The catalyst class is: 211.